This data is from Human liver microsome stability data. The task is: Regression/Classification. Given a drug SMILES string, predict its absorption, distribution, metabolism, or excretion properties. Task type varies by dataset: regression for continuous measurements (e.g., permeability, clearance, half-life) or binary classification for categorical outcomes (e.g., BBB penetration, CYP inhibition). Dataset: hlm. (1) The compound is CC(=O)Nc1cccc(N2CCN(CCCCN(C)S(=O)(=O)CC3CCCCC3)CC2)c1. The result is 1 (stable in human liver microsomes). (2) The compound is NCc1ccc2c(c1)nc(Cn1c(=O)n(CC(F)(F)F)c(=O)c3ccccc31)n2CCCCF. The result is 0 (unstable in human liver microsomes). (3) The compound is CCOc1ccccc1C[C@H](c1ccccc1)N1CCNCC1. The result is 0 (unstable in human liver microsomes). (4) The molecule is O=c1n(Cc2nc3ccccc3n2CCCCO)c2cnccc2n1C1CCCC1. The result is 1 (stable in human liver microsomes).